This data is from NCI-60 drug combinations with 297,098 pairs across 59 cell lines. The task is: Regression. Given two drug SMILES strings and cell line genomic features, predict the synergy score measuring deviation from expected non-interaction effect. Drug 1: CS(=O)(=O)CCNCC1=CC=C(O1)C2=CC3=C(C=C2)N=CN=C3NC4=CC(=C(C=C4)OCC5=CC(=CC=C5)F)Cl. Drug 2: B(C(CC(C)C)NC(=O)C(CC1=CC=CC=C1)NC(=O)C2=NC=CN=C2)(O)O. Cell line: MDA-MB-231. Synergy scores: CSS=48.5, Synergy_ZIP=-0.324, Synergy_Bliss=0.936, Synergy_Loewe=-43.6, Synergy_HSA=0.735.